Dataset: Forward reaction prediction with 1.9M reactions from USPTO patents (1976-2016). Task: Predict the product of the given reaction. (1) Given the reactants [Cl:1][C:2]1[CH:3]=[C:4]([NH:8][CH2:9][C:10]2[C:19]3[C:14](=[C:15]([F:20])[CH:16]=[CH:17][CH:18]=3)[NH:13][C:12](=[O:21])[CH:11]=2)[CH:5]=[CH:6][CH:7]=1.[BH-](OC(C)=O)(OC(C)=O)O[C:24]([CH3:26])=O.[Na+].O, predict the reaction product. The product is: [Cl:1][C:2]1[CH:3]=[C:4]([N:8]([CH2:9][C:10]2[C:19]3[C:14](=[C:15]([F:20])[CH:16]=[CH:17][CH:18]=3)[NH:13][C:12](=[O:21])[CH:11]=2)[CH2:24][CH3:26])[CH:5]=[CH:6][CH:7]=1. (2) The product is: [CH2:3]([O:10][C:11]1[CH:18]=[CH:17][C:16]([Br:1])=[C:13]([CH:12]=1)[CH:14]=[O:15])[C:4]1[CH:5]=[CH:6][CH:7]=[CH:8][CH:9]=1. Given the reactants [Br:1]Br.[CH2:3]([O:10][C:11]1[CH:12]=[C:13]([CH:16]=[CH:17][CH:18]=1)[CH:14]=[O:15])[C:4]1[CH:9]=[CH:8][CH:7]=[CH:6][CH:5]=1.C([O-])(=O)C.[Na+], predict the reaction product. (3) The product is: [ClH:22].[CH3:1][O:2][C:3]1[CH:12]=[C:11]2[C:6]([CH:7]=[CH:8][C:9]([C:23]3[CH:24]=[C:25]([CH2:29][N:30]4[CH:34]=[CH:33][N:32]=[C:31]4[CH3:35])[N:26]=[N:27][CH:28]=3)=[CH:10]2)=[CH:5][CH:4]=1. Given the reactants [CH3:1][O:2][C:3]1[CH:12]=[C:11]2[C:6]([CH:7]=[CH:8][C:9](B3OC(C)(C)C(C)(C)O3)=[CH:10]2)=[CH:5][CH:4]=1.[Cl:22][C:23]1[CH:24]=[C:25]([CH2:29][N:30]2[CH:34]=[CH:33][N:32]=[C:31]2[CH3:35])[N:26]=[N:27][CH:28]=1, predict the reaction product. (4) Given the reactants [Cl:1][C:2]1[CH:7]=[C:6](F)[C:5]([CH3:9])=[CH:4][C:3]=1[N+:10]([O-:12])=[O:11].CN([CH:16]=[O:17])C, predict the reaction product. The product is: [Cl:1][C:2]1[CH:7]=[C:6]([O:17][CH3:16])[C:5]([CH3:9])=[CH:4][C:3]=1[N+:10]([O-:12])=[O:11]. (5) Given the reactants [C:1]([CH:3]1[CH2:8][CH2:7][N:6]([C:9](=[O:36])[C@H:10]([NH:14][C:15]([C:17]2[C:25]3[C:20](=[N:21][CH:22]=[C:23]([C:26]#[CH:27])[N:24]=3)[N:19]([CH2:28][O:29][CH2:30][CH2:31][Si:32]([CH3:35])([CH3:34])[CH3:33])[CH:18]=2)=[O:16])[CH:11]2[CH2:13][CH2:12]2)[CH2:5][CH2:4]1)#[N:2].[N:37]([CH:40]1[CH2:44][CH2:43][CH2:42][CH2:41]1)=[N+:38]=[N-:39].CC(O)(C)C, predict the reaction product. The product is: [C:1]([CH:3]1[CH2:8][CH2:7][N:6]([C:9](=[O:36])[C@H:10]([NH:14][C:15]([C:17]2[C:25]3[C:20](=[N:21][CH:22]=[C:23]([C:26]4[N:39]=[N:38][N:37]([CH:40]5[CH2:44][CH2:43][CH2:42][CH2:41]5)[CH:27]=4)[N:24]=3)[N:19]([CH2:28][O:29][CH2:30][CH2:31][Si:32]([CH3:34])([CH3:33])[CH3:35])[CH:18]=2)=[O:16])[CH:11]2[CH2:12][CH2:13]2)[CH2:5][CH2:4]1)#[N:2]. (6) Given the reactants [N:1]1[CH:6]=[CH:5][C:4]([C:7]([CH:9]2[CH2:16][C:12]3[S:13][CH:14]=[CH:15][C:11]=3[C:10]2=O)=O)=[CH:3][CH:2]=1.O.[NH2:19][NH2:20].C(O)(=O)C, predict the reaction product. The product is: [N:1]1[CH:6]=[CH:5][C:4]([C:7]2[C:9]3[CH2:16][C:12]4[S:13][CH:14]=[CH:15][C:11]=4[C:10]=3[NH:20][N:19]=2)=[CH:3][CH:2]=1. (7) Given the reactants [OH:1][C:2]1C=C[C:5]([C:6](O)=O)=[CH:4][CH:3]=1.[C:11]1(O)[C:12](=[CH:14][C:15](=[CH:17][CH:18]=1)[OH:16])[CH3:13].O.C1(C)C=CC(S(O)(=O)=O)=CC=1.CC1C=CC=CC=1C, predict the reaction product. The product is: [CH:5]1[CH:6]=[C:13]([C:12]2[CH:11]=[CH:18][CH:17]=[C:15]([OH:16])[CH:14]=2)[C:2]([OH:1])=[CH:3][CH:4]=1. (8) The product is: [Cl:28][C:12]1[CH:11]=[C:10]([N:9]2[C:4](=[O:3])[NH:5][C:6](=[O:31])[C:7]([C:29]#[N:30])=[N:8]2)[CH:15]=[C:14]([Cl:16])[C:13]=1[CH2:17][C:18]1[CH:23]=[C:22]([CH:24]([CH3:26])[CH3:25])[C:21](=[O:27])[NH:20][N:19]=1. Given the reactants C([O:3][C:4](=O)[NH:5][C:6](=[O:31])[C:7]([C:29]#[N:30])=[N:8][NH:9][C:10]1[CH:15]=[C:14]([Cl:16])[C:13]([CH2:17][C:18]2[CH:23]=[C:22]([CH:24]([CH3:26])[CH3:25])[C:21](=[O:27])[NH:20][N:19]=2)=[C:12]([Cl:28])[CH:11]=1)C.C(CC(NC(OCC)=O)=O)#N, predict the reaction product. (9) The product is: [CH3:1][CH2:2][C:4]([C@:11]12[NH:5][C@@H:6]3[C@@H:12]1[CH2:13][O:14][C@@H:9]([C@:8]1([C:25](=[O:26])[N:24]([O:27][CH3:28])[C:17]4[CH:18]=[C:19]([O:22][CH3:23])[CH:20]=[CH:21][C:16]1=4)[CH2:7]3)[C@@H:10]2[OH:15])=[O:35]. Given the reactants [CH3:1][C:2]([C:4]1[C@H:11]2[C@@H:12]3[CH2:13][O:14][C@H:9]([C@@H:10]2[OH:15])[C@:8]2([C:25](=[O:26])[N:24]([O:27][CH3:28])[C:17]4[CH:18]=[C:19]([O:22][CH3:23])[CH:20]=[CH:21][C:16]2=4)[CH2:7][C@@H:6]3[N:5]=1)=O.CN1C(=[O:35])CCC1.C([Mg]Cl)(C)(C)C.P(OC1C=CC([N+]([O-])=O)=CC=1)(N)(=O)O, predict the reaction product. (10) Given the reactants [O:1]=[C:2]1[CH2:11][CH2:10][C@@H:9]2[C@H:4]([CH2:5][C@@H:6]([C:19]([OH:21])=[O:20])[N:7]([C:12]([O:14][C:15]([CH3:18])([CH3:17])[CH3:16])=[O:13])[CH2:8]2)[CH2:3]1.O.O.O.O.O.O.O.[Cl-].[Cl-].[Cl-].[Ce+3].[C:33](O)(=O)[CH3:34], predict the reaction product. The product is: [OH:1][C@H:2]1[CH2:11][CH2:10][C@@H:9]2[C@H:4]([CH2:5][C@@H:6]([C:19]([O:21][CH2:33][CH3:34])=[O:20])[N:7]([C:12]([O:14][C:15]([CH3:16])([CH3:17])[CH3:18])=[O:13])[CH2:8]2)[CH2:3]1.